This data is from Forward reaction prediction with 1.9M reactions from USPTO patents (1976-2016). The task is: Predict the product of the given reaction. (1) The product is: [OH:19][C:8]1([CH3:22])[CH2:7][O:6][C:5]2[CH:20]=[CH:21][C:2]([I:1])=[CH:3][C:4]=2[N:10]2[N:11]=[C:12]([C:14]([O:16][CH2:17][CH3:18])=[O:15])[CH:13]=[C:9]12. Given the reactants [I:1][C:2]1[CH:21]=[CH:20][C:5]2[O:6][CH2:7][C:8](=[O:19])[C:9]3[N:10]([N:11]=[C:12]([C:14]([O:16][CH2:17][CH3:18])=[O:15])[CH:13]=3)[C:4]=2[CH:3]=1.[CH3:22][Al](C)C, predict the reaction product. (2) Given the reactants C([O:4][C@@H:5]1[C@H:9]([O:10]C(=O)C)[C@@H:8]([CH2:14][O:15]C(=O)C)[O:7][C@H:6]1[N:19]1[CH:27]=[N:26][C:25]2[C:20]1=[N:21][C:22]([CH2:34][NH2:35])=[N:23][C:24]=2[NH:28][CH:29]1[CH2:33][CH2:32][CH2:31][CH2:30]1)(=O)C.[S:36]([C:40]1[CH:48]=[CH:47][C:43]([C:44](O)=[O:45])=[CH:42][CH:41]=1)([OH:39])(=[O:38])=[O:37].CN(C)CCCN=C=NCC, predict the reaction product. The product is: [OH:4][C@@H:5]1[C@H:9]([OH:10])[C@@H:8]([CH2:14][OH:15])[O:7][C@H:6]1[N:19]1[CH:27]=[N:26][C:25]2[C:20]1=[N:21][C:22]([CH2:34][NH:35][C:44]([C:43]1[CH:42]=[CH:41][C:40]([S:36]([OH:39])(=[O:38])=[O:37])=[CH:48][CH:47]=1)=[O:45])=[N:23][C:24]=2[NH:28][CH:29]1[CH2:33][CH2:32][CH2:31][CH2:30]1. (3) Given the reactants [CH:1]([N:4]1[C:8]([NH2:9])=[CH:7][C:6]([C:10]2[CH:15]=[CH:14][N:13]=[CH:12][CH:11]=2)=[N:5]1)([CH3:3])[CH3:2].[C:16]([NH:23][C@H:24]([C:33]([OH:35])=O)[CH2:25][C:26]1[CH:31]=[CH:30][C:29]([Cl:32])=[CH:28][CH:27]=1)(OC(C)(C)C)=O.CN1C(N)=CC(C2C=CN=CC=2)=N1.[C:49]([OH:53])(=[O:52])C=O, predict the reaction product. The product is: [Cl:32][C:29]1[CH:28]=[CH:27][C:26]([CH2:25][C@H:24]([NH:23][CH2:16][C:49]([OH:53])=[O:52])[C:33]([NH:9][C:8]2[N:4]([CH:1]([CH3:3])[CH3:2])[N:5]=[C:6]([C:10]3[CH:15]=[CH:14][N:13]=[CH:12][CH:11]=3)[CH:7]=2)=[O:35])=[CH:31][CH:30]=1. (4) Given the reactants CCCC[N+](CCCC)(CCCC)CCCC.[F-].[CH3:19][O:20][C:21]([C:23]1[CH2:24][N:25]([C:43]([O:45][C:46]([CH3:49])([CH3:48])[CH3:47])=[O:44])[CH2:26][CH2:27][C:28]=1[C:29]1[CH:34]=[CH:33][C:32]([O:35][Si](C(C)(C)C)(C)C)=[CH:31][CH:30]=1)=[O:22].C(Cl)Cl, predict the reaction product. The product is: [CH3:19][O:20][C:21]([C:23]1[CH2:24][N:25]([C:43]([O:45][C:46]([CH3:49])([CH3:48])[CH3:47])=[O:44])[CH2:26][CH2:27][C:28]=1[C:29]1[CH:34]=[CH:33][C:32]([OH:35])=[CH:31][CH:30]=1)=[O:22]. (5) Given the reactants [Cl:1][C:2]1[C:7]([N+:8]([O-:10])=[O:9])=[CH:6][CH:5]=[C:4]([O:11][C:12]2([S:15][C:16]3[CH:21]=[CH:20][CH:19]=[CH:18][CH:17]=3)[CH2:14][CH2:13]2)[N:3]=1.C1C=C(Cl)C=C(C(OO)=[O:30])C=1.[OH2:33], predict the reaction product. The product is: [C:16]1([S:15]([C:12]2([O:11][C:4]3[N:3]=[C:2]([Cl:1])[C:7]([N+:8]([O-:10])=[O:9])=[CH:6][CH:5]=3)[CH2:13][CH2:14]2)(=[O:30])=[O:33])[CH:17]=[CH:18][CH:19]=[CH:20][CH:21]=1. (6) The product is: [CH3:2][O:3][C:4]1[CH:5]=[C:6]([C:12]2[C:13]([CH3:25])([CH3:24])[C:14](=[O:23])[N:15]([CH:17]3[CH2:22][CH2:21][N:20]([C:30]([C:29]4[CH:33]=[CH:34][CH:35]=[CH:36][C:28]=4[O:27][CH3:26])=[O:31])[CH2:19][CH2:18]3)[N:16]=2)[CH:7]=[CH:8][C:9]=1[O:10][CH3:11]. Given the reactants Cl.[CH3:2][O:3][C:4]1[CH:5]=[C:6]([C:12]2[C:13]([CH3:25])([CH3:24])[C:14](=[O:23])[N:15]([CH:17]3[CH2:22][CH2:21][NH:20][CH2:19][CH2:18]3)[N:16]=2)[CH:7]=[CH:8][C:9]=1[O:10][CH3:11].[CH3:26][O:27][C:28]1[CH:36]=[CH:35][CH:34]=[CH:33][C:29]=1[C:30](O)=[O:31], predict the reaction product.